From a dataset of Reaction yield outcomes from USPTO patents with 853,638 reactions. Predict the reaction yield, written as a fraction of the theoretical maximum amount of product (1.0 means a 100% yield; for example, 0.34 means a 34% yield). (1) The reactants are [CH2:1]([N:5]=[C:6]=[O:7])[CH2:2][CH2:3][CH3:4].[CH2:8]([O:15][C:16]1[CH:21]=[C:20]([O:22][CH2:23][C:24]2[CH:29]=[CH:28][CH:27]=[CH:26][CH:25]=2)[CH:19]=[CH:18][C:17]=1[CH:30]1[CH2:35][CH2:34][NH:33][CH2:32][CH2:31]1)[C:9]1[CH:14]=[CH:13][CH:12]=[CH:11][CH:10]=1. The catalyst is O1CCCC1.C(N(CC)C(C)C)(C)C. The product is [CH2:1]([NH:5][C:6]([N:33]1[CH2:32][CH2:31][CH:30]([C:17]2[CH:18]=[CH:19][C:20]([O:22][CH2:23][C:24]3[CH:29]=[CH:28][CH:27]=[CH:26][CH:25]=3)=[CH:21][C:16]=2[O:15][CH2:8][C:9]2[CH:14]=[CH:13][CH:12]=[CH:11][CH:10]=2)[CH2:35][CH2:34]1)=[O:7])[CH2:2][CH2:3][CH3:4]. The yield is 0.780. (2) The reactants are [Cl:1][C:2]1[N:7]=[C:6](Cl)[C:5]([O:9][CH3:10])=[CH:4][N:3]=1.[NH:11]1[CH2:16][CH2:15][O:14][CH2:13][CH2:12]1.[NH4+].[Cl-]. The catalyst is C1(C)C=CC=CC=1. The product is [Cl:1][C:2]1[N:7]=[C:6]([N:11]2[CH2:16][CH2:15][O:14][CH2:13][CH2:12]2)[C:5]([O:9][CH3:10])=[CH:4][N:3]=1. The yield is 0.931. (3) The reactants are [C:1]([O:5][C:6]([NH:8][CH:9]([C:13]1[S:14][CH:15]=[CH:16][CH:17]=1)[C:10]([OH:12])=[O:11])=[O:7])([CH3:4])([CH3:3])[CH3:2].[N:18]12[CH2:25][CH2:24][CH:21]([CH2:22][CH2:23]1)[C@@H:20](O)[CH2:19]2.C1CCC(N=C=NC2CCCCC2)CC1.C1C=CC2N(O)N=NC=2C=1. The catalyst is C1COCC1. The product is [C:1]([O:5][C:6]([NH:8][CH:9]([C:13]1[S:14][CH:15]=[CH:16][CH:17]=1)[C:10]([O:12][C@@H:20]1[CH:21]2[CH2:24][CH2:25][N:18]([CH2:23][CH2:22]2)[CH2:19]1)=[O:11])=[O:7])([CH3:4])([CH3:2])[CH3:3]. The yield is 0.503. (4) The reactants are C([Sn]([N:14]=[N+:15]=[N-:16])(CCCC)CCCC)CCC.[C:17]([C:19]1[C:20](=[O:48])[N:21]([CH2:25][C@H:26]2[C@H:32]([C:33]3[CH:38]=[CH:37][C:36]([Cl:39])=[C:35]([Cl:40])[CH:34]=3)[O:31][CH2:30][CH2:29][N:28]([C:41]([O:43][C:44]([CH3:47])([CH3:46])[CH3:45])=[O:42])[CH2:27]2)[CH:22]=[CH:23][CH:24]=1)#[N:18]. The catalyst is C1(C)C=CC=CC=1. The product is [Cl:40][C:35]1[CH:34]=[C:33]([C@@H:32]2[O:31][CH2:30][CH2:29][N:28]([C:41]([O:43][C:44]([CH3:45])([CH3:47])[CH3:46])=[O:42])[CH2:27][C@H:26]2[CH2:25][N:21]2[CH:22]=[CH:23][CH:24]=[C:19]([C:17]3[NH:16][N:15]=[N:14][N:18]=3)[C:20]2=[O:48])[CH:38]=[CH:37][C:36]=1[Cl:39]. The yield is 0.686.